Dataset: Forward reaction prediction with 1.9M reactions from USPTO patents (1976-2016). Task: Predict the product of the given reaction. (1) Given the reactants [F-].[K+].F[C:4]1[CH:11]=[CH:10][CH:9]=[CH:8][C:5]=1[C:6]#[N:7].[F:12][C:13](F)([F:22])[O:14][C:15]1[CH:16]=[C:17]([OH:21])[CH:18]=[CH:19][CH:20]=1.C1OCCOCCOCCOCCOCCOC1, predict the reaction product. The product is: [F:12][CH:13]([F:22])[O:14][C:15]1[CH:16]=[C:17]([CH:18]=[CH:19][CH:20]=1)[O:21][C:4]1[CH:11]=[CH:10][CH:9]=[CH:8][C:5]=1[C:6]#[N:7]. (2) Given the reactants [CH3:1][CH2:2][CH:3]([OH:6])[CH2:4][CH3:5].Cl[C:8]1[C:17]2[C:12](=[CH:13][CH:14]=[C:15]([I:18])[CH:16]=2)[N:11]=[CH:10][C:9]=1[C:19]#[N:20].[H-].[K+], predict the reaction product. The product is: [CH2:2]([CH:3]([O:6][C:8]1[C:17]2[C:12](=[CH:13][CH:14]=[C:15]([I:18])[CH:16]=2)[N:11]=[CH:10][C:9]=1[C:19]#[N:20])[CH2:4][CH3:5])[CH3:1]. (3) Given the reactants [F:1][C:2]1[CH:7]=[CH:6][C:5]([CH:8]2[C:17]3[N:16]=[CH:15][CH:14]=[CH:13][C:12]=3[CH2:11][CH2:10][NH:9]2)=[CH:4][CH:3]=1.[F:18][C:19]1[CH:24]=[CH:23][C:22]([N:25]=[C:26]=[O:27])=[CH:21][CH:20]=1, predict the reaction product. The product is: [F:18][C:19]1[CH:24]=[CH:23][C:22]([NH:25][C:26]([N:9]2[CH:8]([C:5]3[CH:6]=[CH:7][C:2]([F:1])=[CH:3][CH:4]=3)[C:17]3[N:16]=[CH:15][CH:14]=[CH:13][C:12]=3[CH2:11][CH2:10]2)=[O:27])=[CH:21][CH:20]=1.